Dataset: Choline transporter screen with 302,306 compounds. Task: Binary Classification. Given a drug SMILES string, predict its activity (active/inactive) in a high-throughput screening assay against a specified biological target. (1) The drug is Clc1sc(COc2c3ncccc3ccc2)cn1. The result is 0 (inactive). (2) The drug is O=c1n2c(nc3n(CCc4ccccc4)c(=N)c(cc13)C(=O)NCc1occc1)c(ccc2)C. The result is 0 (inactive). (3) The drug is O=C(NC12CC3CC(C2)CC(C1)C3)c1nccnc1. The result is 0 (inactive). (4) The molecule is S(c1n(nnn1)c1ccccc1)C\C=C\CSc1n(nnn1)c1ccccc1. The result is 0 (inactive). (5) The compound is S(c1n2ncc(c2nc(c1)C)c1ccccc1)CC. The result is 0 (inactive).